Dataset: Forward reaction prediction with 1.9M reactions from USPTO patents (1976-2016). Task: Predict the product of the given reaction. (1) Given the reactants [N:1]12[CH2:8][CH2:7][CH:4]([CH2:5][CH2:6]1)[C@@H:3]([O:9][C:10](N1C=CN=C1)=[O:11])[CH2:2]2.[F:17][C:18]1[CH:19]=[C:20]([CH:25]([C:27]2[CH:32]=[CH:31][CH:30]=[CH:29][CH:28]=2)[OH:26])[CH:21]=[CH:22][C:23]=1[F:24], predict the reaction product. The product is: [F:17][C:18]1[CH:19]=[C:20]([CH:25]([O:26][C:10](=[O:11])[O:9][C@@H:3]2[CH:4]3[CH2:5][CH2:6][N:1]([CH2:8][CH2:7]3)[CH2:2]2)[C:27]2[CH:32]=[CH:31][CH:30]=[CH:29][CH:28]=2)[CH:21]=[CH:22][C:23]=1[F:24]. (2) The product is: [F:1][C:2]([F:7])([F:6])[C:3]([OH:5])=[O:4].[Cl:34][C:29]1[CH:28]=[C:27]([N:26]2[C:22]([CH:19]3[CH2:18][CH2:17][N:16]([C:14]([C@@H:12]4[CH2:13][C@@:9]([CH3:44])([N:8]5[CH2:56][CH2:55][O:54][CH2:53][CH2:52]5)[CH2:10][C@H:11]4[C:36]4[CH:41]=[CH:40][C:39]([F:42])=[CH:38][C:37]=4[F:43])=[O:15])[CH2:21][CH2:20]3)=[CH:23][C:24]([CH3:35])=[N:25]2)[CH:32]=[CH:31][C:30]=1[F:33]. Given the reactants [F:1][C:2]([F:7])([F:6])[C:3]([OH:5])=[O:4].[NH2:8][C@:9]1([CH3:44])[CH2:13][C@@H:12]([C:14]([N:16]2[CH2:21][CH2:20][CH:19]([C:22]3[N:26]([C:27]4[CH:32]=[CH:31][C:30]([F:33])=[C:29]([Cl:34])[CH:28]=4)[N:25]=[C:24]([CH3:35])[CH:23]=3)[CH2:18][CH2:17]2)=[O:15])[C@H:11]([C:36]2[CH:41]=[CH:40][C:39]([F:42])=[CH:38][C:37]=2[F:43])[CH2:10]1.C(=O)([O-])[O-].[Cs+].[Cs+].I[CH2:52][CH2:53][O:54][CH2:55][CH2:56]I, predict the reaction product. (3) Given the reactants [Cl:1][C:2]1[N:7]=[CH:6][C:5]([C:8]2([C:13]([O:15]CC)=[O:14])[CH2:12][CH2:11][CH2:10][CH2:9]2)=[CH:4][CH:3]=1.[OH-].[Na+], predict the reaction product. The product is: [Cl:1][C:2]1[N:7]=[CH:6][C:5]([C:8]2([C:13]([OH:15])=[O:14])[CH2:12][CH2:11][CH2:10][CH2:9]2)=[CH:4][CH:3]=1. (4) Given the reactants [NH2:1][CH2:2][C@H:3]1[CH2:8][CH2:7][CH2:6][CH2:5][C@@H:4]1[NH:9][CH:10]1[CH2:15][CH2:14][N:13]([C:16]([O:18][C:19]([CH3:22])([CH3:21])[CH3:20])=[O:17])[CH2:12][CH2:11]1.[C:23](N1C=CN=C1)(N1C=CN=C1)=[O:24], predict the reaction product. The product is: [O:24]=[C:23]1[NH:1][CH2:2][C@@H:3]2[C@H:4]([CH2:5][CH2:6][CH2:7][CH2:8]2)[N:9]1[CH:10]1[CH2:15][CH2:14][N:13]([C:16]([O:18][C:19]([CH3:22])([CH3:21])[CH3:20])=[O:17])[CH2:12][CH2:11]1. (5) Given the reactants [OH:1][C@@H:2]1[CH2:7][CH2:6][C@H:5]([NH:8][C:9](=[O:15])[O:10][C:11]([CH3:14])([CH3:13])[CH3:12])[CH2:4][CH2:3]1.[C:16]1(O)[CH:21]=[CH:20][CH:19]=[CH:18][CH:17]=1.C1(P(C2C=CC=CC=2)C2C=CC=CC=2)C=CC=CC=1.N(C(OC(C)C)=O)=NC(OC(C)C)=O, predict the reaction product. The product is: [O:1]([C@H:2]1[CH2:7][CH2:6][C@H:5]([NH:8][C:9](=[O:15])[O:10][C:11]([CH3:12])([CH3:14])[CH3:13])[CH2:4][CH2:3]1)[C:16]1[CH:21]=[CH:20][CH:19]=[CH:18][CH:17]=1. (6) The product is: [Cl:13][CH2:14][C:15]([C:17]1[CH:18]=[C:19]([F:25])[C:20]([F:24])=[C:21]([F:23])[CH:22]=1)([OH:16])[CH2:9][C:8]1[CH:11]=[CH:12][C:5]([F:4])=[CH:6][CH:7]=1. Given the reactants [Mg].II.[F:4][C:5]1[CH:12]=[CH:11][C:8]([CH2:9]Cl)=[CH:7][CH:6]=1.[Cl:13][CH2:14][C:15]([C:17]1[CH:22]=[C:21]([F:23])[C:20]([F:24])=[C:19]([F:25])[CH:18]=1)=[O:16].[Cl-].[NH4+], predict the reaction product. (7) Given the reactants [O:1]=[C:2]1[N:6]([CH2:7][CH2:8][CH2:9][C:10]2[CH:19]=[CH:18][C:17]3[CH2:16][CH2:15][CH2:14][NH:13][C:12]=3[N:11]=2)[CH:5]=[CH:4][N:3]1[C@H:20]([C:29]1[CH:34]=[CH:33][CH:32]=[C:31]([C:35]([F:38])([F:37])[F:36])[CH:30]=1)[CH2:21][C:22]([O:24][C:25]([CH3:28])([CH3:27])[CH3:26])=[O:23], predict the reaction product. The product is: [O:1]=[C:2]1[N:6]([CH2:7][CH2:8][CH2:9][C:10]2[CH:19]=[CH:18][C:17]3[CH2:16][CH2:15][CH2:14][NH:13][C:12]=3[N:11]=2)[CH2:5][CH2:4][N:3]1[C@H:20]([C:29]1[CH:34]=[CH:33][CH:32]=[C:31]([C:35]([F:36])([F:38])[F:37])[CH:30]=1)[CH2:21][C:22]([O:24][C:25]([CH3:28])([CH3:27])[CH3:26])=[O:23]. (8) Given the reactants [CH2:1]([O:3][CH2:4][C:5]1[N:6]([CH2:18][CH2:19][C:20]([NH2:22])=[O:21])[C:7]2[C:16]3[CH:15]=[CH:14][CH:13]=[CH:12][C:11]=3[N:10]=[CH:9][C:8]=2[N:17]=1)[CH3:2].C1C=C(Cl)C=C(C(OO)=O)C=1.C1(C)C=CC(S(Cl)(=O)=O)=CC=1.[OH-].[Na+].C(=O)(O)[O-].[Na+].[OH-].[NH4+:53], predict the reaction product. The product is: [NH2:53][C:9]1[C:8]2[N:17]=[C:5]([CH2:4][O:3][CH2:1][CH3:2])[N:6]([CH2:18][CH2:19][C:20]([NH2:22])=[O:21])[C:7]=2[C:16]2[CH:15]=[CH:14][CH:13]=[CH:12][C:11]=2[N:10]=1. (9) Given the reactants [C:1]([O:5][C:6](=[O:22])[NH:7][C:8]1[CH:13]=[C:12](F)[C:11]([C:15]([F:18])([F:17])[F:16])=[CH:10][C:9]=1[N+:19]([O-:21])=[O:20])([CH3:4])([CH3:3])[CH3:2].[CH3:23][NH:24][CH3:25], predict the reaction product. The product is: [C:1]([O:5][C:6](=[O:22])[NH:7][C:8]1[CH:13]=[C:12]([N:24]([CH3:25])[CH3:23])[C:11]([C:15]([F:18])([F:17])[F:16])=[CH:10][C:9]=1[N+:19]([O-:21])=[O:20])([CH3:4])([CH3:3])[CH3:2]. (10) Given the reactants [F:1][C:2]1[CH:3]=[C:4]([CH2:26][CH2:27][C:28]([O:30]CC)=[O:29])[CH:5]=[C:6]([F:25])[C:7]=1[O:8][CH2:9][C:10]1[N:11]([C:19]2[CH:24]=[CH:23][CH:22]=[CH:21][CH:20]=2)[CH:12]=[CH:13][C:14]=1[C:15]([F:18])([F:17])[F:16].O1CCCC1.[Li+].[OH-], predict the reaction product. The product is: [F:1][C:2]1[CH:3]=[C:4]([CH2:26][CH2:27][C:28]([OH:30])=[O:29])[CH:5]=[C:6]([F:25])[C:7]=1[O:8][CH2:9][C:10]1[N:11]([C:19]2[CH:24]=[CH:23][CH:22]=[CH:21][CH:20]=2)[CH:12]=[CH:13][C:14]=1[C:15]([F:18])([F:16])[F:17].